Dataset: Catalyst prediction with 721,799 reactions and 888 catalyst types from USPTO. Task: Predict which catalyst facilitates the given reaction. (1) Reactant: [C:1]1([CH:7]([C:29]2[CH:34]=[CH:33][CH:32]=[CH:31][CH:30]=2)[CH2:8][NH:9][C:10]2[N:18]=[C:17](S(C)(=O)=O)[N:16]=[C:15]3[C:11]=2[N:12]=[CH:13][N:14]3[CH:23]2[CH2:28][CH2:27][CH2:26][CH2:25][O:24]2)[CH:6]=[CH:5][CH:4]=[CH:3][CH:2]=1.[C-:35]#[N:36].[K+].O. Product: [C:1]1([CH:7]([C:29]2[CH:34]=[CH:33][CH:32]=[CH:31][CH:30]=2)[CH2:8][NH:9][C:10]2[N:18]=[C:17]([C:35]#[N:36])[N:16]=[C:15]3[C:11]=2[N:12]=[CH:13][N:14]3[CH:23]2[CH2:28][CH2:27][CH2:26][CH2:25][O:24]2)[CH:6]=[CH:5][CH:4]=[CH:3][CH:2]=1. The catalyst class is: 9. (2) Reactant: [F:1][C:2]1[CH:7]=[CH:6][C:5]([C:8]2[S:9][CH:10]=[C:11]([C:13]([CH3:18])([CH3:17])C(O)=O)[N:12]=2)=[CH:4][CH:3]=1.[CH2:19]([N:21]([CH2:24]C)[CH2:22]C)C.Cl[C:27]([O:29][CH2:30][CH:31]([CH3:33])[CH3:32])=[O:28].[N-:34]=[N+]=[N-].[Na+].N12CCC(CC1)[C@H](O)C2. Product: [F:1][C:2]1[CH:3]=[CH:4][C:5]([C:8]2[S:9][CH:10]=[C:11]([C:13]([NH:34][C:27](=[O:28])[O:29][C@H:30]3[CH:31]4[CH2:33][CH2:24][N:21]([CH2:22][CH2:32]4)[CH2:19]3)([CH3:17])[CH3:18])[N:12]=2)=[CH:6][CH:7]=1. The catalyst class is: 20. (3) Product: [CH:1]1([CH:4]([C:11]2[CH:16]=[CH:15][CH:14]=[C:13]([O:17][CH2:18][CH:19]3[CH2:20][CH2:21][N:22]([C:25]4[CH:30]=[C:29]([O:31][CH3:32])[CH:28]=[CH:27][C:26]=4[C:33](=[O:47])[N:34]([CH2:43][CH:44]([CH3:46])[CH3:45])[C:35]4[NH:36][C:37](=[O:41])[CH:38]=[CH:39][CH:40]=4)[CH2:23][CH2:24]3)[CH:12]=2)[CH2:5][C:6]([O:8][CH2:9][CH3:10])=[O:7])[CH2:2][CH2:3]1. The catalyst class is: 3. Reactant: [CH:1]1([CH:4]([C:11]2[CH:16]=[CH:15][CH:14]=[C:13]([O:17][CH2:18][CH:19]3[CH2:24][CH2:23][N:22]([C:25]4[CH:30]=[C:29]([O:31][CH3:32])[CH:28]=[CH:27][C:26]=4[C:33](=[O:47])[N:34]([CH2:43][CH:44]([CH3:46])[CH3:45])[C:35]4[CH:40]=[CH:39][CH:38]=[C:37]([O:41]C)[N:36]=4)[CH2:21][CH2:20]3)[CH:12]=2)[CH2:5][C:6]([O:8][CH2:9][CH3:10])=[O:7])[CH2:3][CH2:2]1.[Cl-].[NH+]1C=CC=CC=1.Cl.